This data is from Reaction yield outcomes from USPTO patents with 853,638 reactions. The task is: Predict the reaction yield, written as a fraction of the theoretical maximum amount of product (1.0 means a 100% yield; for example, 0.34 means a 34% yield). (1) The reactants are [N:1]([CH2:4][C:5]([C:8]1[CH:13]=[CH:12][CH:11]=[C:10]([CH3:14])[N:9]=1)([F:7])[F:6])=[N+]=[N-]. The catalyst is CO.[Pd]. The product is [F:7][C:5]([F:6])([C:8]1[CH:13]=[CH:12][CH:11]=[C:10]([CH3:14])[N:9]=1)[CH2:4][NH2:1]. The yield is 0.990. (2) The reactants are Cl[C:2]1[N:3]=[CH:4][C:5]2[N:6]([CH3:21])[C:7](=[O:20])[C:8]([F:19])([F:18])[CH2:9][N:10]([CH:13]3[CH2:17][CH2:16][CH2:15][CH2:14]3)[C:11]=2[N:12]=1.[NH2:22][C:23]1[CH:31]=[CH:30][C:26]([C:27]([OH:29])=[O:28])=[CH:25][C:24]=1[O:32][CH3:33]. The catalyst is Cl.CC(O)C. The product is [CH:13]1([N:10]2[CH2:9][C:8]([F:19])([F:18])[C:7](=[O:20])[N:6]([CH3:21])[C:5]3[CH:4]=[N:3][C:2]([NH:22][C:23]4[CH:31]=[CH:30][C:26]([C:27]([OH:29])=[O:28])=[CH:25][C:24]=4[O:32][CH3:33])=[N:12][C:11]2=3)[CH2:17][CH2:16][CH2:15][CH2:14]1. The yield is 0.700. (3) The reactants are CO[C:3](=[O:27])[C:4]1[CH:9]=[CH:8][C:7]([O:10][CH2:11][C:12]2[C:13]([C:21]3[CH:26]=[CH:25][CH:24]=[CH:23][CH:22]=3)=[N:14][O:15][C:16]=2[C:17]([F:20])([F:19])[F:18])=[N:6][CH:5]=1.COC(=O)C1C=CC(OC[C:39]2[C:40]([C:45]3[CH:50]=CC=C(F)C=3)=[N:41][O:42][C:43]=2C)=NC=1.NC1CCOCC1. No catalyst specified. The product is [C:21]1([C:13]2[C:12]([CH2:11][O:10][C:7]3[CH:8]=[CH:9][C:4]([C:3]([NH:41][CH:40]4[CH2:45][CH2:50][O:42][CH2:43][CH2:39]4)=[O:27])=[CH:5][N:6]=3)=[C:16]([C:17]([F:19])([F:20])[F:18])[O:15][N:14]=2)[CH:26]=[CH:25][CH:24]=[CH:23][CH:22]=1. The yield is 0.940.